The task is: Regression/Classification. Given a drug SMILES string, predict its absorption, distribution, metabolism, or excretion properties. Task type varies by dataset: regression for continuous measurements (e.g., permeability, clearance, half-life) or binary classification for categorical outcomes (e.g., BBB penetration, CYP inhibition). For this dataset (caco2_wang), we predict Y.. This data is from Caco-2 cell permeability data measuring drug intestinal absorption for ~900 compounds. (1) The drug is C[C@@H]1NC(=O)[C@@H](C)NC(=O)[C@H](C)N(C)C(=O)[C@@H](C)N(C)C(=O)[C@@H](C)N(C)C(=O)[C@H](C)NC1=O. The Y is -5.82 log Papp (cm/s). (2) The Y is -6.00 log Papp (cm/s). The compound is Cc1nnc(C(C)C)n1C1CC2CCC(C1)N2CC[C@H](NC(=O)C1CCC(F)(F)CC1)c1ccccc1. (3) The drug is CN(C)CCC(c1ccc(Cl)cc1)c1ccccn1. The Y is -4.28 log Papp (cm/s). (4) The drug is C=CC(N)=O. The Y is -4.57 log Papp (cm/s). (5) The molecule is O=c1c(OC2O[C@H](CO)[C@@H](O)[C@H](O)[C@H]2O)c(-c2ccc(OC3O[C@H](CO)[C@@H](O)[C@H](O)[C@H]3O)c(O)c2)oc2cc(O)cc(O)c12. The Y is -7.05 log Papp (cm/s). (6) The drug is COc1cc(C(=O)NCc2ccc(OCCN(C)C)cc2)cc(OC)c1OC. The Y is -4.96 log Papp (cm/s). (7) The compound is C[C@@H]1O[C@@H](O[C@H]2C[C@@H](O)[C@@]3(CO)[C@H]4[C@H](O)C[C@]5(C)[C@@H](C6=CC(=O)OC6)CC[C@]5(O)[C@@H]4CC[C@]3(O)C2)[C@H](O)[C@H](O)[C@H]1O. The Y is -6.96 log Papp (cm/s). (8) The compound is COc1ccc2c(O[C@@H]3C[C@H]4C(=O)N[C@]5(C(=O)NS(=O)(=O)C6CC6)C[C@H]5/C=C\CCCCN(C)C(=O)[C@@H]4C3)cc(-n3ccc(C(C)C)n3)nc2c1C. The Y is -4.82 log Papp (cm/s).